From a dataset of Reaction yield outcomes from USPTO patents with 853,638 reactions. Predict the reaction yield, written as a fraction of the theoretical maximum amount of product (1.0 means a 100% yield; for example, 0.34 means a 34% yield). (1) The reactants are Cl[C:2]1[C:11]2[C:6](=[CH:7][C:8]3[CH:15]=[C:14]([O:16][CH3:17])[C:13]([O:18][CH3:19])=[CH:12][C:9]=3[CH:10]=2)[N:5]=[CH:4][C:3]=1[C:20]#[N:21].[Cl:22][C:23]1[CH:24]=[C:25]([CH:27]=[CH:28][C:29]=1[F:30])[NH2:26].Cl.N1C=CC=CC=1. The catalyst is C(OCCO)C. The product is [Cl:22][C:23]1[CH:24]=[C:25]([CH:27]=[CH:28][C:29]=1[F:30])[NH:26][C:2]1[C:11]2[C:6](=[CH:7][C:8]3[CH:15]=[C:14]([O:16][CH3:17])[C:13]([O:18][CH3:19])=[CH:12][C:9]=3[CH:10]=2)[N:5]=[CH:4][C:3]=1[C:20]#[N:21]. The yield is 0.830. (2) The reactants are C[O:2][C:3](=[O:32])[CH2:4][O:5][C:6]1[CH:14]=[C:13]2[CH2:15][CH2:16][CH2:17][C:12]2=[C:11]2[C:7]=1[C:8]([C:27](=[O:31])[C:28]([NH2:30])=[O:29])=[C:9]([CH3:26])[N:10]2[CH2:18][C:19]1[CH:24]=[CH:23][CH:22]=[CH:21][C:20]=1[F:25].[OH-].[Li+]. The catalyst is O1CCCC1.CO.O. The product is [NH2:30][C:28](=[O:29])[C:27]([C:8]1[C:7]2[C:11](=[C:12]3[CH2:17][CH2:16][CH2:15][C:13]3=[CH:14][C:6]=2[O:5][CH2:4][C:3]([OH:32])=[O:2])[N:10]([CH2:18][C:19]2[CH:24]=[CH:23][CH:22]=[CH:21][C:20]=2[F:25])[C:9]=1[CH3:26])=[O:31]. The yield is 0.500. (3) The product is [CH3:1][O:2][C:3]1[CH:4]=[C:5]([NH:9][C:10]2[C:22]3[C:21]4[C:16](=[CH:17][CH:18]=[CH:19][CH:20]=4)[NH:15][C:14]=3[N:13]=[C:12]([NH2:23])[N:11]=2)[CH:6]=[CH:7][CH:8]=1. The yield is 0.920. The catalyst is CCOCC. The reactants are [CH3:1][O:2][C:3]1[CH:4]=[C:5]([NH:9][C:10]2[C:22]3[C:21]4[C:16](=[CH:17][CH:18]=[CH:19][CH:20]=4)[NH:15][C:14]=3[N:13]=[C:12]([NH:23]C(=O)C(C)(C)C)[N:11]=2)[CH:6]=[CH:7][CH:8]=1.[OH-].[Na+].C(Cl)(Cl)Cl.CO. (4) The reactants are [NH:1]1[C:9]2[C:4](=[CH:5][CH:6]=[C:7]([N:10]3[CH2:15][CH2:14][O:13][CH2:12][CH2:11]3)[CH:8]=2)[CH:3]=[CH:2]1.[CH3:16][C:17]1[C:22](/[CH:23]=[CH:24]/[N+:25]([O-:27])=[O:26])=[CH:21][CH:20]=[CH:19][C:18]=1[NH:28][C:29](=[O:38])[O:30][CH2:31][C:32]1[CH:37]=[CH:36][CH:35]=[CH:34][CH:33]=1. The catalyst is C1COCC1. The product is [CH3:16][C:17]1[C:22]([CH:23]([C:3]2[C:4]3[C:9](=[CH:8][C:7]([N:10]4[CH2:15][CH2:14][O:13][CH2:12][CH2:11]4)=[CH:6][CH:5]=3)[NH:1][CH:2]=2)[CH2:24][N+:25]([O-:27])=[O:26])=[CH:21][CH:20]=[CH:19][C:18]=1[NH:28][C:29](=[O:38])[O:30][CH2:31][C:32]1[CH:33]=[CH:34][CH:35]=[CH:36][CH:37]=1. The yield is 0.337.